From a dataset of Peptide-MHC class I binding affinity with 185,985 pairs from IEDB/IMGT. Regression. Given a peptide amino acid sequence and an MHC pseudo amino acid sequence, predict their binding affinity value. This is MHC class I binding data. (1) The peptide sequence is YSRPWNWTF. The MHC is HLA-B08:02 with pseudo-sequence HLA-B08:02. The binding affinity (normalized) is 0.213. (2) The peptide sequence is YQLEMYHPI. The MHC is HLA-B51:01 with pseudo-sequence HLA-B51:01. The binding affinity (normalized) is 0.0847.